From a dataset of Reaction yield outcomes from USPTO patents with 853,638 reactions. Predict the reaction yield, written as a fraction of the theoretical maximum amount of product (1.0 means a 100% yield; for example, 0.34 means a 34% yield). (1) The reactants are [CH3:1][C:2]1[CH:3]=[C:4]([CH:8]=[CH:9][C:10]=1[C:11]([N:13]1[CH2:17][CH:16]=[CH:15][CH2:14]1)=[O:12])[C:5]([OH:7])=O.CN(C(ON1N=NC2C=CC=CC1=2)=[N+](C)C)C.[B-](F)(F)(F)F.C(N(C(C)C)CC)(C)C.[C:49]([O:53][C@@H:54]([CH3:67])[C@H:55]([NH2:66])[C:56]1[NH:60][C:59]2[CH:61]=[CH:62][C:63]([Cl:65])=[CH:64][C:58]=2[N:57]=1)([CH3:52])([CH3:51])[CH3:50].ClCl. The catalyst is O1CCCC1.ClCCl.C(O)C. The product is [C:49]([O:53][C@@H:54]([CH3:67])[C@H:55]([NH:66][C:5](=[O:7])[C:4]1[CH:8]=[CH:9][C:10]([C:11]([N:13]2[CH2:17][CH:16]=[CH:15][CH2:14]2)=[O:12])=[C:2]([CH3:1])[CH:3]=1)[C:56]1[NH:60][C:59]2[CH:61]=[CH:62][C:63]([Cl:65])=[CH:64][C:58]=2[N:57]=1)([CH3:52])([CH3:50])[CH3:51]. The yield is 0.860. (2) The reactants are Cl.[NH:2]1[CH2:5][CH:4]([C:6]#[N:7])[CH2:3]1.[CH3:8][C:9]([O:12][C:13](O[C:13]([O:12][C:9]([CH3:11])([CH3:10])[CH3:8])=[O:14])=[O:14])([CH3:11])[CH3:10].C([O-])(O)=O.[Na+]. The catalyst is C(Cl)Cl.O. The product is [C:6]([CH:4]1[CH2:5][N:2]([C:13]([O:12][C:9]([CH3:11])([CH3:10])[CH3:8])=[O:14])[CH2:3]1)#[N:7]. The yield is 0.950.